This data is from Forward reaction prediction with 1.9M reactions from USPTO patents (1976-2016). The task is: Predict the product of the given reaction. (1) The product is: [C:1]([C:3]1[CH:4]=[C:5]([C:16]2[CH:15]=[C:14]3[C:19](=[CH:18][CH:17]=2)[NH:11][C:12](=[O:27])[C:13]23[CH2:23][CH2:22][CH2:21][CH2:20]2)[CH:6]=[C:7]([F:9])[CH:8]=1)#[N:2]. Given the reactants [C:1]([C:3]1[CH:4]=[C:5](Br)[CH:6]=[C:7]([F:9])[CH:8]=1)#[N:2].[NH:11]1[C:19]2[C:14](=[CH:15][CH:16]=[CH:17][CH:18]=2)[C:13]2([CH:23](B(O)O)[CH2:22][CH2:21][CH2:20]2)[C:12]1=[O:27].C(=O)([O-])[O-].[Na+].[Na+].[OH-].[Na+], predict the reaction product. (2) The product is: [CH3:12][O:11][C:3]1[CH:4]=[C:5]([N+:8]([O-:10])=[O:9])[CH:6]=[CH:7][C:2]=1[C:21]1[S:20][C:19]([CH3:18])=[N:23][C:22]=1[CH3:24]. Given the reactants Br[C:2]1[CH:7]=[CH:6][C:5]([N+:8]([O-:10])=[O:9])=[CH:4][C:3]=1[O:11][CH3:12].C([O-])(=O)C.[K+].[CH3:18][C:19]1[S:20][CH:21]=[C:22]([CH3:24])[N:23]=1, predict the reaction product. (3) Given the reactants C(P(C(C)(C)C)C1C(C)=C(C)C(C)=C(C)C=1C1C(C(C)C)=CC(C(C)C)=CC=1C(C)C)(C)(C)C.Cl[C:36]1[C:41]([CH:42]2[CH2:44][CH2:43]2)=[CH:40][CH:39]=[CH:38][N:37]=1.[OH:45][C:46]1[CH:51]=[CH:50][C:49]([C:52]2[N:57]([CH3:58])[C:56](=[O:59])[N:55]([CH2:60][O:61][CH2:62][CH2:63][Si:64]([CH3:67])([CH3:66])[CH3:65])[C:54](=[O:68])[C:53]=2[CH3:69])=[C:48]([CH3:70])[CH:47]=1.C(=O)([O-])[O-].[Cs+].[Cs+], predict the reaction product. The product is: [CH:42]1([C:41]2[C:36]([O:45][C:46]3[CH:51]=[CH:50][C:49]([C:52]4[N:57]([CH3:58])[C:56](=[O:59])[N:55]([CH2:60][O:61][CH2:62][CH2:63][Si:64]([CH3:67])([CH3:66])[CH3:65])[C:54](=[O:68])[C:53]=4[CH3:69])=[C:48]([CH3:70])[CH:47]=3)=[N:37][CH:38]=[CH:39][CH:40]=2)[CH2:44][CH2:43]1. (4) Given the reactants [C:1](=O)(O)[O-:2].[Na+].[N:6]1[C:13]([Cl:14])=[N:12][C:10]([Cl:11])=[N:9][C:7]=1Cl.CO, predict the reaction product. The product is: [CH3:1][O:2][C:7]1[N:9]=[C:10]([Cl:11])[N:12]=[C:13]([Cl:14])[N:6]=1. (5) Given the reactants [OH:1][C:2](=[C:13]1[C:18](=[O:19])OC(C)(C)OC1=O)[CH2:3][C:4]1[CH:9]=[C:8]([F:10])[C:7]([F:11])=[CH:6][C:5]=1[F:12].Cl.[F:24][C:25]([F:36])([F:35])[C:26]1[N:30]2[CH2:31][CH2:32][NH:33][CH2:34][C:29]2=[N:28][N:27]=1.C(N(C(C)C)CC)(C)C, predict the reaction product. The product is: [O:19]=[C:18]([N:33]1[CH2:32][CH2:31][N:30]2[C:26]([C:25]([F:36])([F:24])[F:35])=[N:27][N:28]=[C:29]2[CH2:34]1)[CH2:13][C:2](=[O:1])[CH2:3][C:4]1[CH:9]=[C:8]([F:10])[C:7]([F:11])=[CH:6][C:5]=1[F:12]. (6) Given the reactants [NH2:1][C:2]1[C:3]([F:22])=[CH:4][C:5]([F:21])=[C:6]([C@:8]2([CH3:20])[C:14]([F:16])([F:15])[C:13]([CH3:18])([CH3:17])[O:12][CH2:11][C:10](=[S:19])[NH:9]2)[CH:7]=1.[Cl:23][C:24]1[CH:25]=[CH:26][C:27]([C:30](O)=[O:31])=[N:28][CH:29]=1, predict the reaction product. The product is: [Cl:23][C:24]1[CH:25]=[CH:26][C:27]([C:30]([NH:1][C:2]2[CH:7]=[C:6]([C@:8]3([CH3:20])[C:14]([F:15])([F:16])[C:13]([CH3:17])([CH3:18])[O:12][CH2:11][C:10](=[S:19])[NH:9]3)[C:5]([F:21])=[CH:4][C:3]=2[F:22])=[O:31])=[N:28][CH:29]=1. (7) The product is: [Cl:23][C:20]1[CH:19]=[CH:18][C:17]([CH:15]2[O:14][N:13]=[C:12]([C:10]([C:24]#[C:25][CH3:26])([OH:11])[CH2:9][N:3]3[CH:7]=[N:6][CH:5]=[N:4]3)[CH2:16]2)=[CH:22][CH:21]=1. Given the reactants [H-].[Na+].[NH:3]1[CH:7]=[N:6][CH:5]=[N:4]1.Cl[CH2:9][C:10]([C:24]#[C:25][CH3:26])([C:12]1[CH2:16][CH:15]([C:17]2[CH:22]=[CH:21][C:20]([Cl:23])=[CH:19][CH:18]=2)[O:14][N:13]=1)[OH:11], predict the reaction product.